This data is from Catalyst prediction with 721,799 reactions and 888 catalyst types from USPTO. The task is: Predict which catalyst facilitates the given reaction. (1) Reactant: [OH:1][C:2]1([C:15]2[S:16][CH:17]=[C:18]([CH2:20][O:21][C:22]3[C:27]4[CH:28]=[C:29]([C:31]5[N:32]=[C:33]6[N:37]([CH:38]=5)[N:36]=[C:35]([O:39][CH3:40])[S:34]6)[O:30][C:26]=4[CH:25]=[C:24]([O:41][CH3:42])[CH:23]=3)[N:19]=2)[CH2:7][CH2:6][CH:5]([C:8]([O:10]C(C)(C)C)=[O:9])[CH2:4][CH2:3]1.C(O)(C(F)(F)F)=O.CO. Product: [OH:1][C:2]1([C:15]2[S:16][CH:17]=[C:18]([CH2:20][O:21][C:22]3[C:27]4[CH:28]=[C:29]([C:31]5[N:32]=[C:33]6[N:37]([CH:38]=5)[N:36]=[C:35]([O:39][CH3:40])[S:34]6)[O:30][C:26]=4[CH:25]=[C:24]([O:41][CH3:42])[CH:23]=3)[N:19]=2)[CH2:3][CH2:4][CH:5]([C:8]([OH:10])=[O:9])[CH2:6][CH2:7]1. The catalyst class is: 426. (2) Reactant: [N+:1]([C:4]1[CH:5]=[CH:6][C:7]2[O:11][C:10]([C:12]([OH:14])=O)=[CH:9][C:8]=2[CH:15]=1)([O-:3])=[O:2].Cl.Cl.[NH2:18][C@@H:19]1[CH:24]2[CH2:25][CH2:26][N:21]([CH2:22][CH2:23]2)[CH2:20]1.CN(C(ON1N=NC2C=CC=NC1=2)=[N+](C)C)C.F[P-](F)(F)(F)(F)F.C(N(CC)C(C)C)(C)C. Product: [N:21]12[CH2:26][CH2:25][CH:24]([CH2:23][CH2:22]1)[C@@H:19]([NH:18][C:12]([C:10]1[O:11][C:7]3[CH:6]=[CH:5][C:4]([N+:1]([O-:3])=[O:2])=[CH:15][C:8]=3[CH:9]=1)=[O:14])[CH2:20]2. The catalyst class is: 3.